From a dataset of Full USPTO retrosynthesis dataset with 1.9M reactions from patents (1976-2016). Predict the reactants needed to synthesize the given product. Given the product [N+:24]([CH2:27][CH:6]([C:5]1[S:1][CH:2]=[N:3][CH:4]=1)[CH2:7][C:8]([O:10][CH2:11][CH3:12])=[O:9])([O-:26])=[O:25], predict the reactants needed to synthesize it. The reactants are: [S:1]1[C:5]([CH:6]=[CH:7][C:8]([O:10][CH2:11][CH3:12])=[O:9])=[CH:4][N:3]=[CH:2]1.C1CCN2C(=NCCC2)CC1.[N+:24]([CH3:27])([O-:26])=[O:25].